From a dataset of Drug-target binding data from BindingDB using IC50 measurements. Regression. Given a target protein amino acid sequence and a drug SMILES string, predict the binding affinity score between them. We predict pIC50 (pIC50 = -log10(IC50 in M); higher means more potent). Dataset: bindingdb_ic50. (1) The small molecule is N#C/C(=C\c1ccc(-c2ccncc2)cc1)C(N)=O. The target protein sequence is MPSRAEDYEVLYTIGTGSYGRAQKIRRKSDGKILVWKELDYGSMTEAEKQMLVSEVNLLRELKHPNIVRYYDRIIDRTNTTLYIVMEYCEGGDLASVITKGTKERQYLDEEFVLRVMTQLTLALKECHRRSDGGHTVLHRDLKPANVFLDGKQNVKLGDFGLARILNHDTSFAKAFVGTPYYMSPEQMNRMSYNEKSDIWSLGCLLYELCALMPPFTAFSQKELAGKIREGKFRRIPYRYSDELNEIITRMLNLKDYHRPSVEEILENPLIADLVADEQRRNLERRGRQLGEPEKSQDSSPVLSELKLKEIQLQERERALKAREERLEQKEQELCVRERLAEDKLARAENLLKNYSLLKERKFLSLASNPELLNLPSSVIKKKVHFSGESKENIMRSENSESQLTSKSKCKDLKKRLHAAQLRAQALSDIEKNYQLKSRQILGMR. The pIC50 is 3.5. (2) The drug is CS(=O)(=O)CCN(CCS(C)(=O)=O)c1cc(C(N)=O)c([N+](=O)[O-])cc1[N+](=O)[O-]. The target protein sequence is MTPTIELTCGHRSIRHFTDEPISEAQREAIINSARATSSSSFLQCSSIIRITDKALREELVTLTGGQKHVAQAAEFWVFCADFNRHLQICPDAQLGLAEQLLLGVVDTAMMAQNALTAAESLGLGGVYIGGLRNNIEAVTKLLKLPQHVLPLFGLCLGWPADNPDLKPRLPSSILVHENSYQPLDKDALAQYDEQLAEYYLTRGSNNRRDTWSDHIRRTIIKESRPFILDYLHKQGWATR. The pIC50 is 5.0. (3) The small molecule is CC(C)(C)CN(Cc1ccc(/C=C/CN2CCC(N3CCCCC3)CC2)cc1)c1ccnc(C#N)n1. The target protein (Q8IYL9) has sequence MNSTCIEEQHDLDHYLFPIVYIFVIIVSIPANIGSLCVSFLQAKKESELGIYLFSLSLSDLLYALTLPLWIDYTWNKDNWTFSPALCKGSAFLMYMNFYSSTAFLTCIAVDRYLAVVYPLKFFFLRTRRFALMVSLSIWILETIFNAVMLWEDETVVEYCDAEKSNFTLCYDKYPLEKWQINLNLFRTCTGYAIPLVTILICNRKVYQAVRHNKATENKEKKRIIKLLVSITVTFVLCFTPFHVMLLIRCILEHAVNFEDHSNSGKRTYTMYRITVALTSLNCVADPILYCFVTETGRYDMWNILKFCTGRCNTSQRQRKRILSVSTKDTMELEVLE. The pIC50 is 4.6. (4) The compound is COc1cc2c(=O)c3c(O)c(CC=C(C)C)c(O)cc3oc2cc1O. The target protein sequence is MPRYGASLRQSCPRSGREQGQDGTAGAPGLLWMGLVLALALALALALSDSRVLWAPAEAHPLSPQGHPARLHRIVPRLRDVFGWGNLTCPICKGLFTAINLGLKKEPNVARVGSVAIKLCNLLKIAPPAVCQSIVHLFEDDMVEVWRRSVLSPSEACGLLLGSTCGHWDIFSSWNISLPTVPKPPPKPPSPPAPGAPVSRILFLTDLHWDHDYLEGTDPDCADPLCCRRGSGLPPASRPGAGYWGEYSKCDLPLRTLESLLSGLGPAGPFDMVYWTGDIPAHDVWHQTRQDQLRALTTVTALVRKFLGPVPVYPAVGNHESTPVNSFPPPFIEGNHSSRWLYEAMAKAWEPWLPAEALRTLRIGGFYALSPYPGLRLISLNMNFCSRENFWLLINSTDPAGQLQWLVGELQAAEDRGDKVHIIGHIPPGHCLKSWSWNYYRIVARYENTLAAQFFGHTHVDEFEVFYDEETLSRPLAVAFLAPSATTYIGLNPGYRVYQI.... The pIC50 is 4.0. (5) The target protein sequence is QKKKFGGQDIFMTEEQKKYYNAMKKLGSKKPQKPIPRPGNKFQGMVFDFVTRQVFDISIMILICLNMVTMMVETDDQSDYVTSILSRINLVFIVLFTGECVLKLISLRHYYFTIGWNIFDFVVVILSIVGMFLAELIEKYFVSPTLFRVIRLARIGRILRLIKGAKGIRTLLFALMMSLPALFNIGLLLFLVMFIYAIFGMSNFAYVKREVGIDDMFNFE. The compound is O=C(c1ccccc1)c1cccc(OCC(O)CN2CCC(N3Cc4ccccc4C3=O)CC2)c1. The pIC50 is 6.2. (6) The pIC50 is 5.2. The target protein (P37268) has sequence MEFVKCLGHPEEFYNLVRFRIGGKRKVMPKMDQDSLSSSLKTCYKYLNQTSRSFAAVIQALDGEMRNAVCIFYLVLRALDTLEDDMTISVEKKVPLLHNFHSFLYQPDWRFMESKEKDRQVLEDFPTISLEFRNLAEKYQTVIADICRRMGIGMAEFLDKHVTSEQEWDKYCHYVAGLVGIGLSRLFSASEFEDPLVGEDTERANSMGLFLQKTNIIRDYLEDQQGGREFWPQEVWSRYVKKLGDFAKPENIDLAVQCLNELITNALHHIPDVITYLSRLRNQSVFNFCAIPQVMAIATLAACYNNQQVFKGAVKIRKGQAVTLMMDATNMPAVKAIIYQYMEEIYHRIPDSDPSSSKTRQIISTIRTQNLPNCQLISRSHYSPIYLSFVMLLAALSWQYLTTLSQVTEDYVQTGEH. The compound is CCOC(=O)c1ccc(C2=CN3CCC2CC3)cc1.